Task: Regression/Classification. Given a drug SMILES string, predict its absorption, distribution, metabolism, or excretion properties. Task type varies by dataset: regression for continuous measurements (e.g., permeability, clearance, half-life) or binary classification for categorical outcomes (e.g., BBB penetration, CYP inhibition). Dataset: b3db_classification.. Dataset: Blood-brain barrier permeability classification from the B3DB database The compound is CCC12CCN(CC3CCC3)C(Cc3ccc(O)cc31)C2(C)C. The result is 1 (penetrates BBB).